Dataset: Peptide-MHC class I binding affinity with 185,985 pairs from IEDB/IMGT. Task: Regression. Given a peptide amino acid sequence and an MHC pseudo amino acid sequence, predict their binding affinity value. This is MHC class I binding data. The peptide sequence is FTDNNELEF. The MHC is HLA-A03:01 with pseudo-sequence HLA-A03:01. The binding affinity (normalized) is 0.0847.